This data is from NCI-60 drug combinations with 297,098 pairs across 59 cell lines. The task is: Regression. Given two drug SMILES strings and cell line genomic features, predict the synergy score measuring deviation from expected non-interaction effect. (1) Drug 1: CC1=CC2C(CCC3(C2CCC3(C(=O)C)OC(=O)C)C)C4(C1=CC(=O)CC4)C. Drug 2: CN(CC1=CN=C2C(=N1)C(=NC(=N2)N)N)C3=CC=C(C=C3)C(=O)NC(CCC(=O)O)C(=O)O. Cell line: OVCAR3. Synergy scores: CSS=33.6, Synergy_ZIP=-8.55, Synergy_Bliss=-0.215, Synergy_Loewe=-14.5, Synergy_HSA=0.949. (2) Drug 1: C1=CC(=CC=C1CCC2=CNC3=C2C(=O)NC(=N3)N)C(=O)NC(CCC(=O)O)C(=O)O. Drug 2: COCCOC1=C(C=C2C(=C1)C(=NC=N2)NC3=CC=CC(=C3)C#C)OCCOC.Cl. Cell line: K-562. Synergy scores: CSS=38.5, Synergy_ZIP=2.47, Synergy_Bliss=1.27, Synergy_Loewe=-17.4, Synergy_HSA=-0.886. (3) Drug 1: CCC1=CC2CC(C3=C(CN(C2)C1)C4=CC=CC=C4N3)(C5=C(C=C6C(=C5)C78CCN9C7C(C=CC9)(C(C(C8N6C)(C(=O)OC)O)OC(=O)C)CC)OC)C(=O)OC.C(C(C(=O)O)O)(C(=O)O)O. Drug 2: CC1C(C(=O)NC(C(=O)N2CCCC2C(=O)N(CC(=O)N(C(C(=O)O1)C(C)C)C)C)C(C)C)NC(=O)C3=C4C(=C(C=C3)C)OC5=C(C(=O)C(=C(C5=N4)C(=O)NC6C(OC(=O)C(N(C(=O)CN(C(=O)C7CCCN7C(=O)C(NC6=O)C(C)C)C)C)C(C)C)C)N)C. Cell line: NCI-H322M. Synergy scores: CSS=14.0, Synergy_ZIP=2.06, Synergy_Bliss=2.08, Synergy_Loewe=1.52, Synergy_HSA=1.23.